From a dataset of Catalyst prediction with 721,799 reactions and 888 catalyst types from USPTO. Predict which catalyst facilitates the given reaction. (1) Reactant: [NH2:1][CH:2]([C:8]1[CH:13]=[CH:12][CH:11]=[CH:10][N:9]=1)[C:3]([O:5][CH2:6][CH3:7])=[O:4].ClCCl.N1C=CC=CC=1.[F:23][C:24]1[CH:29]=[CH:28][CH:27]=[CH:26][C:25]=1[CH2:30][C:31](Cl)=[O:32]. Product: [CH2:6]([O:5][C:3](=[O:4])[CH:2]([NH:1][C:31](=[O:32])[CH2:30][C:25]1[CH:26]=[CH:27][CH:28]=[CH:29][C:24]=1[F:23])[C:8]1[CH:13]=[CH:12][CH:11]=[CH:10][N:9]=1)[CH3:7]. The catalyst class is: 13. (2) Product: [Br:19][C:10]1[C:11]2[C:16](=[CH:15][CH:14]=[CH:13][CH:12]=2)[C:17]([OH:18])=[C:8]([C:6]([OH:7])=[O:5])[N:9]=1. Reactant: C([O:5][C:6]([C:8]1[N:9]=[C:10]([Br:19])[C:11]2[C:16]([C:17]=1[OH:18])=[CH:15][CH:14]=[CH:13][CH:12]=2)=[O:7])CCC.[OH-].[Na+]. The catalyst class is: 14. (3) Reactant: [Cl:1][C:2]1[CH:29]=[CH:28][C:5]([C:6]([NH:8][C:9]2([C:22]3[CH:27]=[CH:26][CH:25]=[CH:24][CH:23]=3)[CH2:14][CH2:13][N:12](C(OC(C)(C)C)=O)[CH2:11][CH2:10]2)=[O:7])=[CH:4][C:3]=1[NH:30][C:31]([C:33]1[C:44](=[O:45])[NH:43][C:36]2[N:37]=[C:38]([O:41][CH3:42])[N:39]=[CH:40][C:35]=2[CH:34]=1)=[O:32].FC(F)(F)C(O)=O. Product: [Cl:1][C:2]1[CH:29]=[CH:28][C:5]([C:6](=[O:7])[NH:8][C:9]2([C:22]3[CH:23]=[CH:24][CH:25]=[CH:26][CH:27]=3)[CH2:10][CH2:11][NH:12][CH2:13][CH2:14]2)=[CH:4][C:3]=1[NH:30][C:31]([C:33]1[C:44](=[O:45])[NH:43][C:36]2[N:37]=[C:38]([O:41][CH3:42])[N:39]=[CH:40][C:35]=2[CH:34]=1)=[O:32]. The catalyst class is: 4.